Dataset: Full USPTO retrosynthesis dataset with 1.9M reactions from patents (1976-2016). Task: Predict the reactants needed to synthesize the given product. Given the product [CH:8]1([CH2:11][O:12][C:13]2[C:14]([OH:16])=[N:28][C:26]([S:25][CH3:24])=[N:27][CH:29]=2)[CH2:10][CH2:9]1, predict the reactants needed to synthesize it. The reactants are: [H-].[Na+].C(OCC)=O.[CH:8]1([CH2:11][O:12][CH2:13][C:14]([O:16]CC)=O)[CH2:10][CH2:9]1.S(O)(O)(=O)=O.[CH3:24][S:25][C:26](=[NH:28])[NH2:27].[CH3:29]SC(=N)N.[O-]CC.[Na+].